Dataset: Reaction yield outcomes from USPTO patents with 853,638 reactions. Task: Predict the reaction yield, written as a fraction of the theoretical maximum amount of product (1.0 means a 100% yield; for example, 0.34 means a 34% yield). (1) The reactants are Br[C:2]1[CH:3]=[CH:4][C:5]2[N:9]=[CH:8][N:7]([C:10]3[CH:15]=[CH:14][C:13]([CH3:16])=[CH:12][CH:11]=3)[C:6]=2[CH:17]=1.[C:18]1([CH3:32])[CH:23]=[CH:22][C:21]([N:24]2[C:28](B(O)O)=[CH:27][CH:26]=[N:25]2)=[CH:20][CH:19]=1.C(=O)([O-])[O-].[Na+].[Na+].O. The catalyst is COCCOC.C1C=CC([P]([Pd]([P](C2C=CC=CC=2)(C2C=CC=CC=2)C2C=CC=CC=2)([P](C2C=CC=CC=2)(C2C=CC=CC=2)C2C=CC=CC=2)[P](C2C=CC=CC=2)(C2C=CC=CC=2)C2C=CC=CC=2)(C2C=CC=CC=2)C2C=CC=CC=2)=CC=1. The product is [C:13]1([CH3:16])[CH:14]=[CH:15][C:10]([N:7]2[C:6]3[CH:17]=[C:2]([C:28]4[N:24]([C:21]5[CH:22]=[CH:23][C:18]([CH3:32])=[CH:19][CH:20]=5)[N:25]=[CH:26][CH:27]=4)[CH:3]=[CH:4][C:5]=3[N:9]=[CH:8]2)=[CH:11][CH:12]=1. The yield is 0.430. (2) The catalyst is O1CCCC1. The reactants are [CH2:1]([O:3][C:4]1[CH:13]=[C:12]2[C:7]([CH:8]=[CH:9][CH:10]=[C:11]2[NH2:14])=[CH:6][CH:5]=1)[CH3:2].C(O)(C)(C)C.N.[Li]. The yield is 0.550. The product is [CH2:1]([O:3][C:4]1[CH2:13][C:12]2[C:11]([NH2:14])=[CH:10][CH:9]=[CH:8][C:7]=2[CH2:6][CH:5]=1)[CH3:2]. (3) The reactants are [Br:1][C:2]1[CH:7]=[CH:6][C:5]([C:8]2[N:9]=[C:10]([C:21]3[CH:22]=[N:23][CH:24]=[CH:25][CH:26]=3)N=N[C:13]=2[C:14]2[CH:19]=[CH:18][C:17]([Br:20])=[CH:16][CH:15]=2)=[CH:4][CH:3]=1.[C:27]1(C)C=CC(C)=C[CH:28]=1.C12CC(C=C1)C=C2.O. The catalyst is C(OCC)(=O)C.CCCCCC. The product is [Br:20][C:17]1[CH:18]=[CH:19][C:14]([C:13]2[CH:27]=[CH:28][C:10]([C:21]3[CH:22]=[N:23][CH:24]=[CH:25][CH:26]=3)=[N:9][C:8]=2[C:5]2[CH:6]=[CH:7][C:2]([Br:1])=[CH:3][CH:4]=2)=[CH:15][CH:16]=1. The yield is 0.280. (4) The reactants are O[C:2]1[C:3]([C:11]2([CH2:32][OH:33])[C:19]3[C:14](=[CH:15][CH:16]=[CH:17][CH:18]=3)[N:13]([CH2:20][C:21]3[CH:30]=[CH:29][CH:28]=[CH:27][C:22]=3[C:23]([O:25][CH3:26])=[O:24])[C:12]2=[O:31])=[CH:4][C:5]2[O:9][CH2:8][O:7][C:6]=2[CH:10]=1.C1(CCN2C3C(=CC=CC=3)C(C3C(O)=CC4OCOC=4C=3)(CO)C2=O)CC1. No catalyst specified. The product is [O:31]=[C:12]1[C:11]2([C:3]3=[CH:4][C:5]4[O:9][CH2:8][O:7][C:6]=4[CH:10]=[C:2]3[O:33][CH2:32]2)[C:19]2[C:14](=[CH:15][CH:16]=[CH:17][CH:18]=2)[N:13]1[CH2:20][C:21]1[CH:30]=[CH:29][CH:28]=[CH:27][C:22]=1[C:23]([O:25][CH3:26])=[O:24]. The yield is 0.740. (5) The reactants are [CH2:1]([N:8]1[C:13](=[O:14])[C:12]2[C:15](I)=[C:16]([C:26]3[CH:31]=[CH:30][C:29]([O:32][CH:33]([F:35])[F:34])=[C:28]([O:36][CH2:37][CH:38]4[CH2:40][CH2:39]4)[CH:27]=3)[N:17]([CH2:18][O:19][CH2:20][CH2:21][Si:22]([CH3:25])([CH3:24])[CH3:23])[C:11]=2[CH:10]=[N:9]1)[C:2]1[CH:7]=[CH:6][CH:5]=[CH:4][CH:3]=1.BrC1N(COCC[Si](C)(C)C)C2C=NNC(=O)C=2C=1.[C:61]1(B(O)O)[CH:66]=[CH:65][CH:64]=[CH:63][CH:62]=1.C1(P(C2CCCCC2)C2C=CC=CC=2C2C(OC)=CC=CC=2OC)CCCCC1. The catalyst is C([O-])(=O)C.[Pd+2].C([O-])(=O)C.O1CCCC1. The product is [CH2:1]([N:8]1[C:13](=[O:14])[C:12]2[C:15]([C:61]3[CH:66]=[CH:65][CH:64]=[CH:63][CH:62]=3)=[C:16]([C:26]3[CH:31]=[CH:30][C:29]([O:32][CH:33]([F:35])[F:34])=[C:28]([O:36][CH2:37][CH:38]4[CH2:40][CH2:39]4)[CH:27]=3)[N:17]([CH2:18][O:19][CH2:20][CH2:21][Si:22]([CH3:25])([CH3:24])[CH3:23])[C:11]=2[CH:10]=[N:9]1)[C:2]1[CH:7]=[CH:6][CH:5]=[CH:4][CH:3]=1. The yield is 0.930. (6) The reactants are [CH2:1]([N:8]1[C:16]2[C:11](=[CH:12][C:13](Br)=[CH:14][CH:15]=2)[CH:10]=[CH:9]1)[C:2]1[CH:7]=[CH:6][CH:5]=[CH:4][CH:3]=1.[F:18][C:19]([F:31])([F:30])[O:20][C:21]1[CH:26]=[CH:25][C:24](B(O)O)=[CH:23][CH:22]=1.ClCCl.C(=O)([O-])[O-].[K+].[K+]. The catalyst is O1CCOCC1.O.C1C=CC(P(C2C=CC=CC=2)[C-]2C=CC=C2)=CC=1.C1C=CC(P(C2C=CC=CC=2)[C-]2C=CC=C2)=CC=1.Cl[Pd]Cl.[Fe+2]. The product is [CH2:1]([N:8]1[C:16]2[C:11](=[CH:12][C:13]([C:24]3[CH:23]=[CH:22][C:21]([O:20][C:19]([F:18])([F:30])[F:31])=[CH:26][CH:25]=3)=[CH:14][CH:15]=2)[CH:10]=[CH:9]1)[C:2]1[CH:7]=[CH:6][CH:5]=[CH:4][CH:3]=1. The yield is 0.420. (7) The reactants are [Cl:1][C:2]1[CH:7]=[CH:6][C:5]([N:8]=[C:9]=[O:10])=[CH:4][C:3]=1[C:11]([F:14])([F:13])[F:12].O1CCCC1.[CH3:20][C:21]1[CH:27]=[CH:26][C:24]([NH2:25])=[CH:23][C:22]=1[N+:28]([O-:30])=[O:29]. The catalyst is C(OCC)(=O)C. The product is [Cl:1][C:2]1[CH:7]=[CH:6][C:5]([NH:8][C:9]([NH:25][C:24]2[CH:26]=[CH:27][C:21]([CH3:20])=[C:22]([N+:28]([O-:30])=[O:29])[CH:23]=2)=[O:10])=[CH:4][C:3]=1[C:11]([F:12])([F:13])[F:14]. The yield is 0.870.